Dataset: Catalyst prediction with 721,799 reactions and 888 catalyst types from USPTO. Task: Predict which catalyst facilitates the given reaction. (1) Reactant: [Cl:1][C:2]1[CH:7]=[CH:6][CH:5]=[C:4]([F:8])[C:3]=1[C:9]1[C:13]([C:14]([NH:16][NH2:17])=[O:15])=[C:12]([C:18]2[CH:19]=[N:20][N:21]([C:27]3[CH:32]=[CH:31][CH:30]=[CH:29][C:28]=3[F:33])[C:22]=2[C:23]([F:26])([F:25])[F:24])[O:11][N:10]=1.[C:34](Cl)(=[O:36])[CH3:35]. Product: [C:34]([NH:17][NH:16][C:14]([C:13]1[C:9]([C:3]2[C:4]([F:8])=[CH:5][CH:6]=[CH:7][C:2]=2[Cl:1])=[N:10][O:11][C:12]=1[C:18]1[CH:19]=[N:20][N:21]([C:27]2[CH:32]=[CH:31][CH:30]=[CH:29][C:28]=2[F:33])[C:22]=1[C:23]([F:25])([F:26])[F:24])=[O:15])(=[O:36])[CH3:35]. The catalyst class is: 12. (2) Reactant: C([O:4][CH2:5][C:6]1[CH:7]=[C:8]2[C:13](=[CH:14][C:15]=1[CH2:16][O:17]C(=O)C)[O:12][C:11](=[O:21])[C:10]([CH2:22][C:23]([O:25][CH2:26][CH3:27])=[O:24])=[C:9]2[C:28]1[CH:33]=[CH:32][CH:31]=[CH:30][CH:29]=1)(=O)C.C1CCN2C(=NCCC2)CC1. Product: [OH:4][CH2:5][C:6]1[CH:7]=[C:8]2[C:13](=[CH:14][C:15]=1[CH2:16][OH:17])[O:12][C:11](=[O:21])[C:10]([CH2:22][C:23]([O:25][CH2:26][CH3:27])=[O:24])=[C:9]2[C:28]1[CH:29]=[CH:30][CH:31]=[CH:32][CH:33]=1. The catalyst class is: 162.